Dataset: Peptide-MHC class I binding affinity with 185,985 pairs from IEDB/IMGT. Task: Regression. Given a peptide amino acid sequence and an MHC pseudo amino acid sequence, predict their binding affinity value. This is MHC class I binding data. (1) The peptide sequence is GQLASMVKL. The MHC is HLA-A02:01 with pseudo-sequence HLA-A02:01. The binding affinity (normalized) is 0.596. (2) The peptide sequence is YCDPKRFFL. The MHC is HLA-A29:02 with pseudo-sequence HLA-A29:02. The binding affinity (normalized) is 0. (3) The peptide sequence is FFPYVVPPT. The MHC is Mamu-A01 with pseudo-sequence Mamu-A01. The binding affinity (normalized) is 0. (4) The peptide sequence is YMYAVSGAL. The MHC is BoLA-HD6 with pseudo-sequence BoLA-HD6. The binding affinity (normalized) is 0.723.